From a dataset of Forward reaction prediction with 1.9M reactions from USPTO patents (1976-2016). Predict the product of the given reaction. Given the reactants Cl[C:2]1[N:3]=[C:4]([N:14]2[CH2:19][CH2:18][O:17][CH2:16][CH2:15]2)[C:5]2[S:10][C:9]([CH2:11][NH:12][CH3:13])=[CH:8][C:6]=2[N:7]=1.[CH3:20][O:21][CH2:22][C:23](Cl)=[O:24].CC1(C)C(C)(C)OB([C:34]2[CH:42]=[CH:41][CH:40]=[C:39]3[C:35]=2[CH:36]=[N:37][NH:38]3)O1, predict the reaction product. The product is: [NH:38]1[C:39]2[C:35](=[C:34]([C:2]3[N:3]=[C:4]([N:14]4[CH2:19][CH2:18][O:17][CH2:16][CH2:15]4)[C:5]4[S:10][C:9]([CH2:11][N:12]([CH3:13])[C:23](=[O:24])[CH2:22][O:21][CH3:20])=[CH:8][C:6]=4[N:7]=3)[CH:42]=[CH:41][CH:40]=2)[CH:36]=[N:37]1.